From a dataset of Catalyst prediction with 721,799 reactions and 888 catalyst types from USPTO. Predict which catalyst facilitates the given reaction. (1) Reactant: [NH2:1][C:2](=[S:8])[C:3]([O:5][CH2:6][CH3:7])=[O:4].Cl[CH2:10][C:11](=O)[CH3:12]. Product: [CH3:12][C:11]1[N:1]=[C:2]([C:3]([O:5][CH2:6][CH3:7])=[O:4])[S:8][CH:10]=1. The catalyst class is: 8. (2) Reactant: Cl[CH2:2][C:3]1[N:4]([C:20]2[CH:25]=[CH:24][C:23]([N+:26]([O-:28])=[O:27])=[CH:22][CH:21]=2)[CH:5]=[C:6]([C:8]2[C:9]([C:14]3[CH:19]=[CH:18][CH:17]=[CH:16][CH:15]=3)=[N:10][O:11][C:12]=2[CH3:13])[N:7]=1.[CH3:29][O-:30].[Na+]. Product: [CH3:29][O:30][CH2:2][C:3]1[N:4]([C:20]2[CH:25]=[CH:24][C:23]([N+:26]([O-:28])=[O:27])=[CH:22][CH:21]=2)[CH:5]=[C:6]([C:8]2[C:9]([C:14]3[CH:19]=[CH:18][CH:17]=[CH:16][CH:15]=3)=[N:10][O:11][C:12]=2[CH3:13])[N:7]=1. The catalyst class is: 5. (3) Reactant: [H-].[Na+].[CH2:3]([NH:10][CH:11]1[CH2:17][C:16]2[CH:18]=[C:19]([OH:22])[CH:20]=[CH:21][C:15]=2[CH2:14][CH2:13][CH2:12]1)[C:4]1[CH:9]=[CH:8][CH:7]=[CH:6][CH:5]=1.[CH3:23][CH2:24][CH2:25]Br.C(=O)([O-])O.[Na+]. Product: [CH2:3]([NH:10][CH:11]1[CH2:12][CH2:13][CH2:14][C:15]2[CH:21]=[CH:20][C:19]([O:22][CH:24]([CH3:25])[CH3:23])=[CH:18][C:16]=2[CH2:17]1)[C:4]1[CH:5]=[CH:6][CH:7]=[CH:8][CH:9]=1. The catalyst class is: 9.